This data is from TCR-epitope binding with 47,182 pairs between 192 epitopes and 23,139 TCRs. The task is: Binary Classification. Given a T-cell receptor sequence (or CDR3 region) and an epitope sequence, predict whether binding occurs between them. (1) The epitope is HTTDPSFLGRY. The TCR CDR3 sequence is CASSFSGTGGLGYTF. Result: 0 (the TCR does not bind to the epitope). (2) The epitope is TPGPGVRYPL. The TCR CDR3 sequence is CASSDLAGGATDTQYF. Result: 0 (the TCR does not bind to the epitope). (3) The epitope is RTLNAWVKV. The TCR CDR3 sequence is CASSSGFNTGELFF. Result: 0 (the TCR does not bind to the epitope). (4) The epitope is GLCTLVAML. The TCR CDR3 sequence is CASSPGLLSNEQYF. Result: 0 (the TCR does not bind to the epitope). (5) The epitope is KMKDLSPRW. The TCR CDR3 sequence is CASSFSKNTEAFF. Result: 0 (the TCR does not bind to the epitope). (6) The epitope is VLWAHGFEL. The TCR CDR3 sequence is CASSLGNGYTF. Result: 1 (the TCR binds to the epitope).